This data is from NCI-60 drug combinations with 297,098 pairs across 59 cell lines. The task is: Regression. Given two drug SMILES strings and cell line genomic features, predict the synergy score measuring deviation from expected non-interaction effect. (1) Drug 1: C1C(C(OC1N2C=C(C(=O)NC2=O)F)CO)O. Drug 2: C1CC(C1)(C(=O)O)C(=O)O.[NH2-].[NH2-].[Pt+2]. Cell line: HCT116. Synergy scores: CSS=31.6, Synergy_ZIP=-1.58, Synergy_Bliss=2.88, Synergy_Loewe=-11.6, Synergy_HSA=5.01. (2) Drug 1: CCCCC(=O)OCC(=O)C1(CC(C2=C(C1)C(=C3C(=C2O)C(=O)C4=C(C3=O)C=CC=C4OC)O)OC5CC(C(C(O5)C)O)NC(=O)C(F)(F)F)O. Drug 2: C1=NC2=C(N=C(N=C2N1C3C(C(C(O3)CO)O)F)Cl)N. Cell line: MDA-MB-231. Synergy scores: CSS=30.5, Synergy_ZIP=-4.60, Synergy_Bliss=-3.41, Synergy_Loewe=-47.0, Synergy_HSA=-3.42. (3) Drug 1: CN(CCCl)CCCl.Cl. Drug 2: C1CN(P(=O)(OC1)NCCCl)CCCl. Cell line: 786-0. Synergy scores: CSS=12.4, Synergy_ZIP=-5.94, Synergy_Bliss=0.472, Synergy_Loewe=-13.4, Synergy_HSA=-1.31. (4) Drug 1: CCN(CC)CCNC(=O)C1=C(NC(=C1C)C=C2C3=C(C=CC(=C3)F)NC2=O)C. Drug 2: C1=NC2=C(N1)C(=S)N=CN2. Cell line: MOLT-4. Synergy scores: CSS=68.0, Synergy_ZIP=4.49, Synergy_Bliss=-0.164, Synergy_Loewe=-2.35, Synergy_HSA=3.41. (5) Drug 1: C1=CC(=CC=C1C#N)C(C2=CC=C(C=C2)C#N)N3C=NC=N3. Drug 2: C(CCl)NC(=O)N(CCCl)N=O. Cell line: SR. Synergy scores: CSS=41.0, Synergy_ZIP=-1.24, Synergy_Bliss=-0.421, Synergy_Loewe=0.126, Synergy_HSA=0.551.